Dataset: Forward reaction prediction with 1.9M reactions from USPTO patents (1976-2016). Task: Predict the product of the given reaction. (1) Given the reactants C[O:2][C:3]1[N:11]([C@@H:12]2[CH2:15][C@H:14]([NH:16][C:17]3[S:18][C:19]4[CH:25]=[CH:24][CH:23]=[CH:22][C:20]=4[N:21]=3)[CH2:13]2)[C:6]2=[N:7][CH:8]=[CH:9][CH:10]=[C:5]2[N:4]=1.Cl, predict the reaction product. The product is: [S:18]1[C:19]2[CH:25]=[CH:24][CH:23]=[CH:22][C:20]=2[N:21]=[C:17]1[NH:16][C@@H:14]1[CH2:13][C@H:12]([N:11]2[C:6]3=[N:7][CH:8]=[CH:9][CH:10]=[C:5]3[NH:4][C:3]2=[O:2])[CH2:15]1. (2) Given the reactants C[N:2](C)[CH:3]=[C:4]([C:7]1[CH:12]=[CH:11][CH:10]=[C:9]([C:13]([F:16])([F:15])[F:14])[CH:8]=1)[C:5]#[N:6].O.[NH2:19]N.C(O)(=O)C, predict the reaction product. The product is: [F:14][C:13]([F:16])([F:15])[C:9]1[CH:8]=[C:7]([C:4]2[CH:3]=[N:2][NH:6][C:5]=2[NH2:19])[CH:12]=[CH:11][CH:10]=1. (3) The product is: [F:22][C:2]([F:1])([F:21])[C:3]1[CH:4]=[C:5]([C@H:13]2[O:18][C:17](=[O:19])[N:16]([CH2:26][C:27]3[CH:28]=[C:29]4[C:33](=[CH:34][C:35]=3[I:36])[CH2:32][CH2:31][CH2:30]4)[C@@H:15]([CH3:20])[CH2:14]2)[CH:6]=[C:7]([C:9]([F:10])([F:11])[F:12])[CH:8]=1. Given the reactants [F:1][C:2]([F:22])([F:21])[C:3]1[CH:4]=[C:5]([C@H:13]2[O:18][C:17](=[O:19])[NH:16][C@@H:15]([CH3:20])[CH2:14]2)[CH:6]=[C:7]([C:9]([F:12])([F:11])[F:10])[CH:8]=1.[H-].[Na+].Br[CH2:26][C:27]1[CH:28]=[C:29]2[C:33](=[CH:34][C:35]=1[I:36])[CH2:32][CH2:31][CH2:30]2, predict the reaction product.